This data is from Full USPTO retrosynthesis dataset with 1.9M reactions from patents (1976-2016). The task is: Predict the reactants needed to synthesize the given product. (1) Given the product [F:18][C:2]([F:1])([C:8]1[CH:9]=[N:10][C:11]([C:14]([F:15])([F:16])[F:17])=[CH:12][CH:13]=1)[CH2:3][OH:4], predict the reactants needed to synthesize it. The reactants are: [F:1][C:2]([F:18])([C:8]1[CH:9]=[N:10][C:11]([C:14]([F:17])([F:16])[F:15])=[CH:12][CH:13]=1)[C:3](OCC)=[O:4].[BH4-].[Na+]. (2) Given the product [C:21]([O:20][C:18]([NH:19][C:2]1[CH:7]=[CH:6][C:5]([C:8]2([C:11]([O:13][C:14]([CH3:17])([CH3:16])[CH3:15])=[O:12])[CH2:10][CH2:9]2)=[CH:4][CH:3]=1)=[O:25])([CH3:24])([CH3:23])[CH3:22], predict the reactants needed to synthesize it. The reactants are: Br[C:2]1[CH:7]=[CH:6][C:5]([C:8]2([C:11]([O:13][C:14]([CH3:17])([CH3:16])[CH3:15])=[O:12])[CH2:10][CH2:9]2)=[CH:4][CH:3]=1.[C:18](=[O:25])([O:20][C:21]([CH3:24])([CH3:23])[CH3:22])[NH2:19].[Na].C(P(C(C)(C)C)C(C)(C)C)(C)(C)C.C1(C)C=CC=CC=1. (3) Given the product [Br:1][C:2]1[CH:3]=[C:4]([O:9][C:16](=[O:18])[CH3:17])[CH:5]=[CH:6][C:7]=1[F:8], predict the reactants needed to synthesize it. The reactants are: [Br:1][C:2]1[CH:3]=[C:4]([OH:9])[CH:5]=[CH:6][C:7]=1[F:8].N1C=CC=CC=1.[C:16](OC(=O)C)(=[O:18])[CH3:17]. (4) Given the product [CH2:18]([O:21][CH:22]1[CH2:27][CH2:26][CH:25]([N:1]2[CH2:2][CH2:3][CH:4]([N:7]3[C:12](=[O:13])[CH2:11][O:10][C@H:9]4[CH2:14][CH2:15][CH2:16][CH2:17][C@H:8]34)[CH2:5][CH2:6]2)[CH2:24][CH2:23]1)[CH2:19][CH3:20], predict the reactants needed to synthesize it. The reactants are: [NH:1]1[CH2:6][CH2:5][CH:4]([N:7]2[C:12](=[O:13])[CH2:11][O:10][C@H:9]3[CH2:14][CH2:15][CH2:16][CH2:17][C@H:8]23)[CH2:3][CH2:2]1.[CH2:18]([O:21][CH:22]1[CH2:27][CH2:26][C:25](=O)[CH2:24][CH2:23]1)[CH2:19][CH3:20]. (5) Given the product [CH3:41][O:40][N:39]([CH3:38])[C:22]([C:20]1[CH:21]=[C:8]2[N:7]=[C:6]([N:1]3[CH2:2][CH2:3][CH2:4][CH2:5]3)[CH:11]=[C:10]([NH:12][CH:13]3[CH2:14][CH2:15][O:16][CH2:17][CH2:18]3)[N:9]2[N:19]=1)=[O:24], predict the reactants needed to synthesize it. The reactants are: [N:1]1([C:6]2[CH:11]=[C:10]([NH:12][CH:13]3[CH2:18][CH2:17][O:16][CH2:15][CH2:14]3)[N:9]3[N:19]=[C:20]([C:22]([OH:24])=O)[CH:21]=[C:8]3[N:7]=2)[CH2:5][CH2:4][CH2:3][CH2:2]1.Cl.C(N=C=NCCCN(C)C)C.Cl.[CH3:38][NH:39][O:40][CH3:41].C(N(CC)CC)C.C(=O)(O)[O-].[Na+]. (6) Given the product [Si:29]([O:19][C@H:3]1[C:2](=[CH2:1])[C:7]2([CH2:8][CH2:9]2)[O:6][C@@H:5]([C:10]2[CH:15]=[CH:14][N:13]=[CH:12][C:11]=2[N+:16]([O-:18])=[O:17])[CH2:4]1)([C:25]([CH3:28])([CH3:27])[CH3:26])([CH3:31])[CH3:30], predict the reactants needed to synthesize it. The reactants are: [CH2:1]=[C:2]1[C:7]2([CH2:9][CH2:8]2)[O:6][C@@H:5]([C:10]2[CH:15]=[CH:14][N:13]=[CH:12][C:11]=2[N+:16]([O-:18])=[O:17])[CH2:4][C@H:3]1[OH:19].N1C=CN=C1.[C:25]([Si:29](Cl)([CH3:31])[CH3:30])([CH3:28])([CH3:27])[CH3:26].O. (7) Given the product [CH3:29][O:28][C:11]1[CH:12]=[C:13]2[O:17][C:16]([C:18]3[N:19]=[C:20]4[CH:25]=[CH:24][C:23]([CH3:26])=[N:22][N:21]4[CH:27]=3)=[CH:15][C:14]2=[C:9]([OH:8])[CH:10]=1, predict the reactants needed to synthesize it. The reactants are: C([O:8][C:9]1[C:14]2[CH:15]=[C:16]([C:18]3[N:19]=[C:20]4[CH:25]=[CH:24][C:23]([CH3:26])=[N:22][N:21]4[CH:27]=3)[O:17][C:13]=2[CH:12]=[C:11]([O:28][CH3:29])[CH:10]=1)C1C=CC=CC=1.[H][H].